Task: Predict the reactants needed to synthesize the given product.. Dataset: Full USPTO retrosynthesis dataset with 1.9M reactions from patents (1976-2016) (1) Given the product [Cl:31][CH2:32][C:33]([N:9]([C:3]1[CH:4]=[CH:5][C:6]([F:8])=[CH:7][C:2]=1[Cl:1])[S:10]([CH:13]1[C:18]([C:19]([O:21][CH2:22][CH3:23])=[O:20])=[CH:17][CH2:16][CH2:15][CH2:14]1)(=[O:11])=[O:12])=[O:34], predict the reactants needed to synthesize it. The reactants are: [Cl:1][C:2]1[CH:7]=[C:6]([F:8])[CH:5]=[CH:4][C:3]=1[NH:9][S:10]([CH:13]1[C:18]([C:19]([O:21][CH2:22][CH3:23])=[O:20])=[CH:17][CH2:16][CH2:15][CH2:14]1)(=[O:12])=[O:11].C(N(CC)CC)C.[Cl:31][CH2:32][C:33](Cl)=[O:34]. (2) Given the product [CH2:43]([O:42][C:39]1[N:40]=[CH:41][C:36]([C:23]2[CH:24]=[C:25]3[C:20](=[CH:21][CH:22]=2)[N:19]=[CH:18][N:17]=[C:16]3[C:12]2[CH:11]=[C:10]([C:8]([N:5]3[CH2:6][CH2:7][N:2]([CH3:1])[CH2:3][CH2:4]3)=[O:9])[CH:15]=[CH:14][CH:13]=2)=[CH:37][C:38]=1[C:45]([F:48])([F:47])[F:46])[CH3:44], predict the reactants needed to synthesize it. The reactants are: [CH3:1][N:2]1[CH2:7][CH2:6][N:5]([C:8]([C:10]2[CH:15]=[CH:14][CH:13]=[C:12]([C:16]3[C:25]4[C:20](=[CH:21][CH:22]=[C:23](B5OC(C)(C)C(C)(C)O5)[CH:24]=4)[N:19]=[CH:18][N:17]=3)[CH:11]=2)=[O:9])[CH2:4][CH2:3]1.Br[C:36]1[CH:37]=[C:38]([C:45]([F:48])([F:47])[F:46])[C:39]([O:42][CH2:43][CH3:44])=[N:40][CH:41]=1.COCCOC.C([O-])([O-])=O.[Na+].[Na+]. (3) Given the product [F:44][C:45]([F:50])([F:49])[C:46]([OH:48])=[O:47].[NH2:7][CH2:8][CH2:9][C:10]([NH:12][C:13]1[CH:14]=[C:15]([C:19]2[CH:24]=[C:23]([C:25]3[CH:30]=[CH:29][CH:28]=[CH:27][C:26]=3[OH:31])[N:22]=[C:21]([NH:32][C:33](=[O:40])[C:34]3[CH:35]=[CH:36][CH:37]=[CH:38][CH:39]=3)[C:20]=2[C:41]#[N:42])[CH:16]=[CH:17][CH:18]=1)=[O:11], predict the reactants needed to synthesize it. The reactants are: C(OC(=O)[NH:7][CH2:8][CH2:9][C:10]([NH:12][C:13]1[CH:18]=[CH:17][CH:16]=[C:15]([C:19]2[CH:24]=[C:23]([C:25]3[CH:30]=[CH:29][CH:28]=[CH:27][C:26]=3[OH:31])[N:22]=[C:21]([NH:32][C:33](=[O:40])[C:34]3[CH:39]=[CH:38][CH:37]=[CH:36][CH:35]=3)[C:20]=2[C:41]#[N:42])[CH:14]=1)=[O:11])(C)(C)C.[F:44][C:45]([F:50])([F:49])[C:46]([OH:48])=[O:47]. (4) Given the product [Br:1][C:2]1[CH:3]=[CH:4][C:5]([O:10][CH2:11][CH2:12][N:13]2[CH2:17][CH2:16][CH2:15][CH2:14]2)=[C:6]([CH:9]=1)[CH2:7][NH:25][C:24]1[C:19]([NH2:18])=[N:20][CH:21]=[CH:22][CH:23]=1, predict the reactants needed to synthesize it. The reactants are: [Br:1][C:2]1[CH:3]=[CH:4][C:5]([O:10][CH2:11][CH2:12][N:13]2[CH2:17][CH2:16][CH2:15][CH2:14]2)=[C:6]([CH:9]=1)[CH:7]=O.[NH2:18][C:19]1[C:24]([NH2:25])=[CH:23][CH:22]=[CH:21][N:20]=1.C(O[BH-](OC(=O)C)OC(=O)C)(=O)C.[Na+].O. (5) Given the product [Br:7][C:5]1[N:6]=[C:2]([C:13]([OH:15])=[O:14])[S:3][CH:4]=1, predict the reactants needed to synthesize it. The reactants are: Br[C:2]1[S:3][CH:4]=[C:5]([Br:7])[N:6]=1.[Li]CCCC.[C:13](=[O:15])=[O:14]. (6) Given the product [CH3:28][C:23]1([CH3:29])[C:24]([CH3:27])([CH3:26])[O:25][B:21]([C:7]2[CH2:12][CH2:11][CH2:10][CH2:9][C:8]=2[C:13]2[CH:18]=[CH:17][CH:16]=[CH:15][CH:14]=2)[O:22]1, predict the reactants needed to synthesize it. The reactants are: FC(F)(F)S(O[C:7]1[CH2:12][CH2:11][CH2:10][CH2:9][C:8]=1[C:13]1[CH:18]=[CH:17][CH:16]=[CH:15][CH:14]=1)(=O)=O.[B:21]1([B:21]2[O:25][C:24]([CH3:27])([CH3:26])[C:23]([CH3:29])([CH3:28])[O:22]2)[O:25][C:24]([CH3:27])([CH3:26])[C:23]([CH3:29])([CH3:28])[O:22]1.C(=O)([O-])[O-].[K+].[K+].C1(P(C2C=CC=CC=2)C2C=CC=CC=2)C=CC=CC=1.